From a dataset of Full USPTO retrosynthesis dataset with 1.9M reactions from patents (1976-2016). Predict the reactants needed to synthesize the given product. (1) Given the product [C:24]([O:23][CH2:1][CH2:2][CH2:3][CH2:4][CH2:5][CH2:6][CH2:7][CH2:8][CH2:9][CH2:10][CH2:11][CH2:12][CH2:13][CH2:14][CH2:15][CH2:16][CH2:17][CH2:18][CH2:19][CH2:20][CH:21]=[CH2:22])(=[O:26])[CH3:25], predict the reactants needed to synthesize it. The reactants are: [CH2:1]([OH:23])[CH2:2][CH2:3][CH2:4][CH2:5][CH2:6][CH2:7][CH2:8][CH2:9][CH2:10][CH2:11][CH2:12][CH2:13][CH2:14][CH2:15][CH2:16][CH2:17][CH2:18][CH2:19][CH2:20][CH:21]=[CH2:22].[C:24](OC(=O)C)(=[O:26])[CH3:25]. (2) Given the product [S:28]1[CH:29]=[CH:30][C:31]2[C:23]([N:20]3[CH2:19][CH2:18][N:17]([CH2:16][CH2:15][CH2:14][CH2:13][O:12][C:6]4[CH:5]=[C:4]5[C:9]([CH2:10][CH2:11][C:2](=[O:1])[NH:3]5)=[CH:8][CH:7]=4)[CH2:22][CH2:21]3)=[CH:24][CH:25]=[CH:26][C:27]1=2, predict the reactants needed to synthesize it. The reactants are: [O:1]=[C:2]1[CH2:11][CH2:10][C:9]2[C:4](=[CH:5][C:6]([O:12][CH2:13][CH2:14][CH2:15][CH2:16][N:17]3[CH2:22][CH2:21][N:20]([C:23]4[C:31]5[CH:30]=[C:29](C(O)=O)[S:28][C:27]=5[CH:26]=[CH:25][CH:24]=4)[CH2:19][CH2:18]3)=[CH:7][CH:8]=2)[NH:3]1.O. (3) The reactants are: [CH3:1][N:2]1[C:7]2[CH:8]=[C:9]([C:11]([OH:13])=O)[S:10][C:6]=2[C:5](=[O:14])[NH:4][C:3]1=[O:15].[CH2:16]([NH2:23])[C:17]1[CH:22]=[CH:21][CH:20]=[CH:19][CH:18]=1.C(N(C(C)C)CC)(C)C.CN(C(ON1N=NC2C=CC=NC1=2)=[N+](C)C)C.F[P-](F)(F)(F)(F)F. Given the product [CH2:16]([NH:23][C:11]([C:9]1[S:10][C:6]2[C:5](=[O:14])[NH:4][C:3](=[O:15])[N:2]([CH3:1])[C:7]=2[CH:8]=1)=[O:13])[C:17]1[CH:22]=[CH:21][CH:20]=[CH:19][CH:18]=1, predict the reactants needed to synthesize it. (4) The reactants are: [Li]CCCC.[F:6][C:7]([F:16])([F:15])[C:8]1[CH:13]=[CH:12][CH:11]=[CH:10][C:9]=1[Cl:14].CN([CH:20]=[O:21])C.O. Given the product [Cl:14][C:9]1[C:8]([C:7]([F:6])([F:15])[F:16])=[CH:13][CH:12]=[CH:11][C:10]=1[CH:20]=[O:21], predict the reactants needed to synthesize it. (5) Given the product [NH2:8][C:11]1[CH:12]=[CH:13][C:14]([N:17]2[CH2:22][CH2:21][O:20][CH2:19][C:18]2=[O:23])=[CH:15][CH:16]=1, predict the reactants needed to synthesize it. The reactants are: N1CCOCC1=O.[N+:8]([C:11]1[CH:16]=[CH:15][C:14]([N:17]2[CH2:22][CH2:21][O:20][CH2:19][C:18]2=[O:23])=[CH:13][CH:12]=1)([O-])=O. (6) Given the product [Br:1][C:2]1[C:7]([CH3:8])=[CH:6][C:5]([NH:9][CH2:13][CH2:12][F:11])=[CH:4][C:3]=1[CH3:10], predict the reactants needed to synthesize it. The reactants are: [Br:1][C:2]1[C:7]([CH3:8])=[CH:6][C:5]([NH2:9])=[CH:4][C:3]=1[CH3:10].[F:11][CH2:12][CH2:13]OS(C1C=CC(C)=CC=1)(=O)=O.N1C(C)=CC=CC=1C. (7) Given the product [F:23][C:24]([F:34])([F:35])[C:25]1[CH:26]=[CH:27][C:28]([NH:31][C:32]([N:17]2[CH2:18][CH2:19][N:14]([CH2:13][CH2:12][CH2:11][C:10]([N:8]3[CH2:7][CH2:6][C:3]4([CH2:5][CH2:4]4)[C@H:2]([OH:1])[CH2:9]3)=[O:22])[C:15](=[O:21])[C@@H:16]2[CH3:20])=[O:33])=[CH:29][CH:30]=1, predict the reactants needed to synthesize it. The reactants are: [OH:1][C@@H:2]1[CH2:9][N:8]([C:10](=[O:22])[CH2:11][CH2:12][CH2:13][N:14]2[CH2:19][CH2:18][NH:17][C@@H:16]([CH3:20])[C:15]2=[O:21])[CH2:7][CH2:6][C:3]21[CH2:5][CH2:4]2.[F:23][C:24]([F:35])([F:34])[C:25]1[CH:30]=[CH:29][C:28]([N:31]=[C:32]=[O:33])=[CH:27][CH:26]=1. (8) Given the product [NH2:18][C@H:9]([C:11]([OH:12])=[O:37])[CH2:7][CH2:5][CH2:3][NH:20][C:21](=[NH:23])[NH2:19], predict the reactants needed to synthesize it. The reactants are: O=C[C@@H:3]([C@H:5]([C@@H:7]([C@@H:9]([CH2:11][OH:12])O)O)O)O.S([O-])([O-])(=O)=O.[NH4+:18].[NH4+:19].[NH2:20][C:21]([NH2:23])=O.P([O-])([O-])(O)=O.[K+].[K+].P([O-])(O)(O)=O.[K+].[OH2:37].O.S([O-])([O-])(=O)=O.[Mg+2].C(=O)([O-])[O-].[Ca+2].